Dataset: Catalyst prediction with 721,799 reactions and 888 catalyst types from USPTO. Task: Predict which catalyst facilitates the given reaction. Reactant: [CH2:1]([N:8]1[CH2:12][CH2:11][C@@H:10]([NH:13][C:14](=[O:31])[O:15][CH:16]([C:24]2[CH:29]=[CH:28][CH:27]=[C:26]([F:30])[CH:25]=2)[C:17]2[CH:22]=[CH:21][CH:20]=[C:19]([F:23])[CH:18]=2)[CH2:9]1)[C:2]1[CH:7]=[CH:6][CH:5]=[CH:4][CH:3]=1.[I:32][CH3:33]. Product: [I-:32].[CH2:1]([N+:8]1([CH3:33])[CH2:12][CH2:11][C@@H:10]([NH:13][C:14]([O:15][CH:16]([C:24]2[CH:29]=[CH:28][CH:27]=[C:26]([F:30])[CH:25]=2)[C:17]2[CH:22]=[CH:21][CH:20]=[C:19]([F:23])[CH:18]=2)=[O:31])[CH2:9]1)[C:2]1[CH:7]=[CH:6][CH:5]=[CH:4][CH:3]=1. The catalyst class is: 25.